Task: Regression. Given two drug SMILES strings and cell line genomic features, predict the synergy score measuring deviation from expected non-interaction effect.. Dataset: Merck oncology drug combination screen with 23,052 pairs across 39 cell lines (1) Drug 1: CCC1=CC2CN(C1)Cc1c([nH]c3ccccc13)C(C(=O)OC)(c1cc3c(cc1OC)N(C)C1C(O)(C(=O)OC)C(OC(C)=O)C4(CC)C=CCN5CCC31C54)C2. Drug 2: Cn1cc(-c2cnn3c(N)c(Br)c(C4CCCNC4)nc23)cn1. Cell line: NCIH460. Synergy scores: synergy=5.82. (2) Drug 1: CN(C)C(=N)N=C(N)N. Drug 2: Cn1cc(-c2cnn3c(N)c(Br)c(C4CCCNC4)nc23)cn1. Cell line: NCIH460. Synergy scores: synergy=-11.6. (3) Drug 1: NC(=O)c1cccc2cn(-c3ccc(C4CCCNC4)cc3)nc12. Drug 2: Cn1cc(-c2cnn3c(N)c(Br)c(C4CCCNC4)nc23)cn1. Cell line: NCIH2122. Synergy scores: synergy=1.62. (4) Drug 1: N.N.O=C(O)C1(C(=O)O)CCC1.[Pt]. Drug 2: N#Cc1ccc(Cn2cncc2CN2CCN(c3cccc(Cl)c3)C(=O)C2)cc1. Cell line: MSTO. Synergy scores: synergy=-17.3. (5) Drug 1: O=S1(=O)NC2(CN1CC(F)(F)F)C1CCC2Cc2cc(C=CCN3CCC(C(F)(F)F)CC3)ccc2C1. Drug 2: CC1CC2C3CCC4=CC(=O)C=CC4(C)C3(F)C(O)CC2(C)C1(O)C(=O)CO. Cell line: EFM192B. Synergy scores: synergy=2.04.